This data is from Full USPTO retrosynthesis dataset with 1.9M reactions from patents (1976-2016). The task is: Predict the reactants needed to synthesize the given product. (1) Given the product [Cl:32][C:33]1[CH:38]=[CH:37][CH:36]=[C:35]([N:39]2[CH2:40][CH2:41][CH2:42][CH2:43]2)[C:34]=1[CH2:44][N:45]1[CH2:46][CH2:47][N:48]([C:12]([O:8][CH:3]([C:4]([F:7])([F:6])[F:5])[C:2]([F:10])([F:9])[F:1])=[O:14])[CH2:49][CH2:50]1, predict the reactants needed to synthesize it. The reactants are: [F:1][C:2]([F:10])([F:9])[CH:3]([OH:8])[C:4]([F:7])([F:6])[F:5].Cl[C:12](Cl)([O:14]C(=O)OC(Cl)(Cl)Cl)Cl.C(N(CC)C(C)C)(C)C.[Cl:32][C:33]1[CH:38]=[CH:37][CH:36]=[C:35]([N:39]2[CH2:43][CH2:42][CH2:41][CH2:40]2)[C:34]=1[CH2:44][N:45]1[CH2:50][CH2:49][NH:48][CH2:47][CH2:46]1. (2) The reactants are: [CH3:1][N:2]1[C:14]2[CH2:13][CH2:12][CH:11]([CH:15]3[CH2:20][CH2:19][O:18][CH2:17][CH2:16]3)[CH2:10][C:9]=2[C:8]2[C:3]1=[CH:4][CH:5]=[C:6]([C:21]([OH:23])=O)[CH:7]=2.[C:24]([NH:31][CH:32]1[CH2:37][CH2:36][NH:35][CH2:34][CH2:33]1)([O:26][C:27]([CH3:30])([CH3:29])[CH3:28])=[O:25].C(N(CC)C(C)C)(C)C. Given the product [CH3:1][N:2]1[C:14]2[CH2:9][CH2:10][CH:11]([CH:15]3[CH2:20][CH2:19][O:18][CH2:17][CH2:16]3)[CH2:12][C:13]=2[C:8]2[C:3]1=[CH:4][CH:5]=[C:6]([C:21]([N:35]1[CH2:34][CH2:33][CH:32]([NH:31][C:24](=[O:25])[O:26][C:27]([CH3:29])([CH3:28])[CH3:30])[CH2:37][CH2:36]1)=[O:23])[CH:7]=2, predict the reactants needed to synthesize it. (3) Given the product [CH3:8][C:9]([C:10]1[CH:11]=[C:12]([NH2:13])[O:6][N:7]=1)([CH3:23])[CH2:15][O:16][CH:17]1[CH2:22][CH2:21][CH2:20][CH2:19][O:18]1, predict the reactants needed to synthesize it. The reactants are: S(O)(O)(=O)=O.[OH:6][NH2:7].[CH3:8][C:9]([CH3:23])([CH2:15][O:16][CH:17]1[CH2:22][CH2:21][CH2:20][CH2:19][O:18]1)[C:10](=O)[CH2:11][C:12]#[N:13].[OH-].[Na+]. (4) Given the product [C:5]([C:4]1[CH:7]=[CH:8][C:9]([O:10][CH3:11])=[C:2]([NH:1][CH:14]([C:16]2[CH:17]=[C:18]([C:33]([N:35]([CH3:37])[CH3:36])=[O:34])[CH:19]=[C:20]3[C:25]=2[O:24][C:23]([N:26]2[CH2:31][CH2:30][O:29][CH2:28][CH2:27]2)=[CH:22][C:21]3=[O:32])[CH3:15])[CH:3]=1)#[N:6], predict the reactants needed to synthesize it. The reactants are: [NH2:1][C:2]1[CH:3]=[C:4]([CH:7]=[CH:8][C:9]=1[O:10][CH3:11])[C:5]#[N:6].Br.Br[CH:14]([C:16]1[CH:17]=[C:18]([C:33]([N:35]([CH3:37])[CH3:36])=[O:34])[CH:19]=[C:20]2[C:25]=1[O:24][C:23]([N:26]1[CH2:31][CH2:30][O:29][CH2:28][CH2:27]1)=[CH:22][C:21]2=[O:32])[CH3:15].